This data is from Reaction yield outcomes from USPTO patents with 853,638 reactions. The task is: Predict the reaction yield, written as a fraction of the theoretical maximum amount of product (1.0 means a 100% yield; for example, 0.34 means a 34% yield). (1) The reactants are [N:1]1[CH:6]=[CH:5][CH:4]=[CH:3][C:2]=1[N:7]1[CH2:12][CH2:11][NH:10][CH2:9][CH2:8]1.C=O.[CH3:15][O:16][C:17]1[CH:18]=[C:19]([CH:23]=[C:24]([O:26][CH3:27])[CH:25]=1)[C:20]([NH2:22])=[O:21].[C:28](=O)([O-])[O-].[K+].[K+]. The catalyst is C(O)C. The product is [CH3:27][O:26][C:24]1[CH:23]=[C:19]([CH:18]=[C:17]([O:16][CH3:15])[CH:25]=1)[C:20]([NH:22][CH2:28][N:10]1[CH2:9][CH2:8][N:7]([C:2]2[CH:3]=[CH:4][CH:5]=[CH:6][N:1]=2)[CH2:12][CH2:11]1)=[O:21]. The yield is 0.720. (2) The reactants are [C:1]([O:5][C:6]([NH:8][C@H:9]1[CH2:14][CH2:13][CH2:12][CH2:11][C@H:10]1[NH:15][C:16]1[CH:25]=[C:24]([C:26]#[N:27])[C:19]([C:20]([O:22]C)=O)=[C:18]([C:28]2[CH:29]=[N:30][N:31]([CH3:33])[CH:32]=2)[N:17]=1)=[O:7])([CH3:4])([CH3:3])[CH3:2]. The catalyst is [Pd].CO.CC(O)=O. The product is [CH3:33][N:31]1[CH:32]=[C:28]([C:18]2[C:19]3[C:20](=[O:22])[NH:27][CH2:26][C:24]=3[CH:25]=[C:16]([NH:15][C@@H:10]3[CH2:11][CH2:12][CH2:13][CH2:14][C@@H:9]3[NH:8][C:6](=[O:7])[O:5][C:1]([CH3:3])([CH3:4])[CH3:2])[N:17]=2)[CH:29]=[N:30]1. The yield is 0.581.